The task is: Predict the reactants needed to synthesize the given product.. This data is from Full USPTO retrosynthesis dataset with 1.9M reactions from patents (1976-2016). (1) Given the product [F:1][C:2]([F:21])([F:20])[S:3]([O:34][C:24]1[C:23]([Cl:22])=[CH:32][CH:31]=[C:30]2[C:25]=1[CH:26]=[CH:27][C:28](=[O:33])[NH:29]2)(=[O:5])=[O:4], predict the reactants needed to synthesize it. The reactants are: [F:1][C:2]([F:21])([F:20])[S:3](N(C1C=CC=CC=1)[S:3]([C:2]([F:21])([F:20])[F:1])(=[O:5])=[O:4])(=[O:5])=[O:4].[Cl:22][C:23]1[C:24]([OH:34])=[C:25]2[C:30](=[CH:31][CH:32]=1)[NH:29][C:28](=[O:33])[CH:27]=[CH:26]2.C(N(CC)CC)C. (2) The reactants are: [C:1]([O:5][C:6](=[O:17])[NH:7][C:8]1[C:9]([CH3:16])=[N:10][N:11]2[CH:15]=[CH:14][S:13][C:12]=12)([CH3:4])([CH3:3])[CH3:2].C([Li])CCC.[Br:23]C(F)(F)C(F)(F)Br.[Cl-].[NH4+]. Given the product [C:1]([O:5][C:6](=[O:17])[NH:7][C:8]1[C:9]([CH3:16])=[N:10][N:11]2[C:15]([Br:23])=[CH:14][S:13][C:12]=12)([CH3:4])([CH3:3])[CH3:2], predict the reactants needed to synthesize it. (3) Given the product [C:36]1([CH3:39])[CH:35]=[CH:34][C:33]([N:25]([CH:22]2[CH2:21][CH2:20][N:19]([CH2:18][CH2:17][C:12]3[CH:13]=[CH:14][CH:15]=[CH:16][C:11]=3[N:10]([CH2:41][C:42]([O:44][C:45]([CH3:48])([CH3:47])[CH3:46])=[O:43])[C:8](=[O:9])[CH2:7][CH:1]3[CH2:6][CH2:5][CH2:4][CH2:3][CH2:2]3)[CH2:24][CH2:23]2)[C:26]([C:28]2[O:29][CH:30]=[CH:31][CH:32]=2)=[O:27])=[CH:38][CH:37]=1, predict the reactants needed to synthesize it. The reactants are: [CH:1]1([CH2:7][C:8]([NH:10][C:11]2[CH:16]=[CH:15][CH:14]=[CH:13][C:12]=2[CH2:17][CH2:18][N:19]2[CH2:24][CH2:23][CH:22]([N:25]([C:33]3[CH:38]=[CH:37][C:36]([CH3:39])=[CH:35][CH:34]=3)[C:26]([C:28]3[O:29][CH:30]=[CH:31][CH:32]=3)=[O:27])[CH2:21][CH2:20]2)=[O:9])[CH2:6][CH2:5][CH2:4][CH2:3][CH2:2]1.Br[CH2:41][C:42]([O:44][C:45]([CH3:48])([CH3:47])[CH3:46])=[O:43].[H-].[Na+]. (4) Given the product [Cl:17][C:10]1[CH:11]=[CH:12][N:13]=[C:14]2[C:9]=1[N:8]=[C:7]([C:28]1[CH:29]=[C:30]([S:34]([NH2:37])(=[O:36])=[O:35])[CH:31]=[N:32][CH:33]=1)[CH:16]=[CH:15]2, predict the reactants needed to synthesize it. The reactants are: FC(F)(F)S(O[C:7]1[CH:16]=[CH:15][C:14]2[C:9](=[C:10]([Cl:17])[CH:11]=[CH:12][N:13]=2)[N:8]=1)(=O)=O.CC1(C)C(C)(C)OB([C:28]2[CH:29]=[C:30]([S:34]([NH2:37])(=[O:36])=[O:35])[CH:31]=[N:32][CH:33]=2)O1.